Task: Regression. Given a peptide amino acid sequence and an MHC pseudo amino acid sequence, predict their binding affinity value. This is MHC class II binding data.. Dataset: Peptide-MHC class II binding affinity with 134,281 pairs from IEDB (1) The peptide sequence is LIEKINAGFKAAVAA. The MHC is HLA-DQA10401-DQB10402 with pseudo-sequence HLA-DQA10401-DQB10402. The binding affinity (normalized) is 0.504. (2) The MHC is DRB3_0202 with pseudo-sequence DRB3_0202. The peptide sequence is EGPEEHEILNDSGET. The binding affinity (normalized) is 0. (3) The peptide sequence is QKWDATATELNNALQ. The MHC is HLA-DQA10101-DQB10501 with pseudo-sequence HLA-DQA10101-DQB10501. The binding affinity (normalized) is 0. (4) The peptide sequence is VERSKAYSNCYPYDV. The MHC is DRB1_1501 with pseudo-sequence DRB1_1501. The binding affinity (normalized) is 0.123. (5) The peptide sequence is NAAYNAADHAAPEDK. The MHC is HLA-DPA10201-DPB10101 with pseudo-sequence HLA-DPA10201-DPB10101. The binding affinity (normalized) is 0.0498. (6) The peptide sequence is TEEELDDMIYNAKKF. The MHC is DRB1_0101 with pseudo-sequence DRB1_0101. The binding affinity (normalized) is 0.430. (7) The peptide sequence is ATPEAKFDSFVAAFT. The MHC is HLA-DQA10501-DQB10201 with pseudo-sequence HLA-DQA10501-DQB10201. The binding affinity (normalized) is 0.359. (8) The peptide sequence is VLAALFAGAWCVPKV. The MHC is DRB3_0101 with pseudo-sequence DRB3_0101. The binding affinity (normalized) is 0.218. (9) The peptide sequence is QKFVDTILSENGVVA. The MHC is DRB1_0405 with pseudo-sequence DRB1_0405. The binding affinity (normalized) is 0.455. (10) The peptide sequence is LSPILFECLIHPMLG. The MHC is HLA-DPA10103-DPB10401 with pseudo-sequence HLA-DPA10103-DPB10401. The binding affinity (normalized) is 0.596.